From a dataset of Forward reaction prediction with 1.9M reactions from USPTO patents (1976-2016). Predict the product of the given reaction. Given the reactants [Br:1][C:2]1[CH:7]=[CH:6][C:5]([CH:8]([OH:12])[C:9](O)=[O:10])=[CH:4][CH:3]=1.[C:13]1([NH2:20])[CH:18]=[CH:17][C:16]([NH2:19])=[CH:15][CH:14]=1.[OH2:21], predict the reaction product. The product is: [Br:1][C:2]1[CH:7]=[CH:6][C:5]([CH:8]([OH:12])[C:9]([NH:19][C:16]2[CH:17]=[CH:18][C:13]([NH:20][C:9](=[O:10])[CH:8]([C:5]3[CH:6]=[CH:7][C:2]([Br:1])=[CH:3][CH:4]=3)[OH:12])=[CH:14][CH:15]=2)=[O:21])=[CH:4][CH:3]=1.